This data is from NCI-60 drug combinations with 297,098 pairs across 59 cell lines. The task is: Regression. Given two drug SMILES strings and cell line genomic features, predict the synergy score measuring deviation from expected non-interaction effect. (1) Drug 1: C1=CC(=CC=C1CCC2=CNC3=C2C(=O)NC(=N3)N)C(=O)NC(CCC(=O)O)C(=O)O. Drug 2: CCC1(CC2CC(C3=C(CCN(C2)C1)C4=CC=CC=C4N3)(C5=C(C=C6C(=C5)C78CCN9C7C(C=CC9)(C(C(C8N6C)(C(=O)OC)O)OC(=O)C)CC)OC)C(=O)OC)O.OS(=O)(=O)O. Cell line: MDA-MB-231. Synergy scores: CSS=35.1, Synergy_ZIP=-6.43, Synergy_Bliss=-0.549, Synergy_Loewe=0.702, Synergy_HSA=0.978. (2) Drug 1: CC1C(C(CC(O1)OC2CC(CC3=C2C(=C4C(=C3O)C(=O)C5=C(C4=O)C(=CC=C5)OC)O)(C(=O)CO)O)N)O.Cl. Drug 2: C(CC(=O)O)C(=O)CN.Cl. Cell line: UO-31. Synergy scores: CSS=1.22, Synergy_ZIP=-0.610, Synergy_Bliss=-0.424, Synergy_Loewe=1.16, Synergy_HSA=-0.0909. (3) Synergy scores: CSS=28.3, Synergy_ZIP=3.17, Synergy_Bliss=3.07, Synergy_Loewe=-36.1, Synergy_HSA=-3.60. Drug 2: C1CN(P(=O)(OC1)NCCCl)CCCl. Cell line: CAKI-1. Drug 1: CN(CC1=CN=C2C(=N1)C(=NC(=N2)N)N)C3=CC=C(C=C3)C(=O)NC(CCC(=O)O)C(=O)O. (4) Drug 1: CC1=C2C(C(=O)C3(C(CC4C(C3C(C(C2(C)C)(CC1OC(=O)C(C(C5=CC=CC=C5)NC(=O)OC(C)(C)C)O)O)OC(=O)C6=CC=CC=C6)(CO4)OC(=O)C)OC)C)OC. Drug 2: C1CC(C1)(C(=O)O)C(=O)O.[NH2-].[NH2-].[Pt+2]. Cell line: HCC-2998. Synergy scores: CSS=58.3, Synergy_ZIP=12.2, Synergy_Bliss=10.1, Synergy_Loewe=-9.00, Synergy_HSA=11.6. (5) Drug 1: C1C(C(OC1N2C=NC3=C(N=C(N=C32)Cl)N)CO)O. Drug 2: C1C(C(OC1N2C=NC3=C2NC=NCC3O)CO)O. Cell line: SNB-19. Synergy scores: CSS=46.6, Synergy_ZIP=0.734, Synergy_Bliss=1.46, Synergy_Loewe=-12.8, Synergy_HSA=2.31. (6) Drug 1: C1=CC(=CC=C1CC(C(=O)O)N)N(CCCl)CCCl.Cl. Drug 2: CC1=C(C=C(C=C1)C(=O)NC2=CC(=CC(=C2)C(F)(F)F)N3C=C(N=C3)C)NC4=NC=CC(=N4)C5=CN=CC=C5. Cell line: PC-3. Synergy scores: CSS=5.84, Synergy_ZIP=1.24, Synergy_Bliss=-3.30, Synergy_Loewe=-3.33, Synergy_HSA=-3.71. (7) Drug 2: CC1C(C(CC(O1)OC2CC(CC3=C2C(=C4C(=C3O)C(=O)C5=C(C4=O)C(=CC=C5)OC)O)(C(=O)CO)O)N)O.Cl. Cell line: PC-3. Drug 1: B(C(CC(C)C)NC(=O)C(CC1=CC=CC=C1)NC(=O)C2=NC=CN=C2)(O)O. Synergy scores: CSS=55.9, Synergy_ZIP=-4.93, Synergy_Bliss=-6.32, Synergy_Loewe=-2.57, Synergy_HSA=-1.15.